This data is from Reaction yield outcomes from USPTO patents with 853,638 reactions. The task is: Predict the reaction yield, written as a fraction of the theoretical maximum amount of product (1.0 means a 100% yield; for example, 0.34 means a 34% yield). The catalyst is ClCCl.ClCCCl. The reactants are B(Br)(Br)Br.[N:5]12[CH2:13][CH2:12][CH:9]([CH2:10][CH2:11]1)[N:8]([C:14]([C:16]1[C:20]3[CH:21]=[CH:22][C:23]([O:25]C)=[CH:24][C:19]=3[S:18][N:17]=1)=[O:15])[CH2:7][CH2:6]2. The product is [N:5]12[CH2:11][CH2:10][CH:9]([CH2:12][CH2:13]1)[N:8]([C:14]([C:16]1[C:20]3[CH:21]=[CH:22][C:23]([OH:25])=[CH:24][C:19]=3[S:18][N:17]=1)=[O:15])[CH2:7][CH2:6]2. The yield is 0.210.